This data is from Catalyst prediction with 721,799 reactions and 888 catalyst types from USPTO. The task is: Predict which catalyst facilitates the given reaction. (1) Reactant: [F:1][C:2]1[CH:7]=[CH:6][C:5]([NH:8]C(=O)C(C)(C)C)=[C:4]([CH2:15][CH:16](O)[CH3:17])[C:3]=1[O:19]C. Product: [F:1][C:2]1[CH:7]=[CH:6][C:5]([NH2:8])=[C:4]2[C:3]=1[O:19][CH:16]([CH3:17])[CH2:15]2. The catalyst class is: 201. (2) Reactant: Cl[C:2]1[CH:3]=[CH:4][N:5]2[C:10]([C:11]=1[CH3:12])=[C:9]([CH:13]1[CH2:15][CH2:14]1)[CH:8]=[C:7]([C:16]([O:18]C)=[O:17])[C:6]2=[O:20].[NH:21]1[CH2:26][CH2:25][CH2:24][CH2:23][CH2:22]1.C([O-])(O)=O.[Na+].C(#[N:34])C. Product: [NH2:34][C@H:23]1[CH2:24][CH2:25][CH2:26][N:21]([C:2]2[CH:3]=[CH:4][N:5]3[C:10]([C:11]=2[CH3:12])=[C:9]([CH:13]2[CH2:14][CH2:15]2)[CH:8]=[C:7]([C:16]([OH:18])=[O:17])[C:6]3=[O:20])[CH2:22]1. The catalyst class is: 13.